From a dataset of Full USPTO retrosynthesis dataset with 1.9M reactions from patents (1976-2016). Predict the reactants needed to synthesize the given product. (1) Given the product [C:17]([O:16][C:14]([N:12]1[CH2:11][CH2:10][N:9]2[CH:21]=[C:6]([C:22]([OH:24])=[O:23])[N:7]=[C:8]2[CH2:13]1)=[O:15])([CH3:20])([CH3:18])[CH3:19], predict the reactants needed to synthesize it. The reactants are: O[Li].O.C([C:6]1([C:22]([O-:24])=[O:23])[CH2:21][N:9]2[CH2:10][CH2:11][N:12]([C:14]([O:16][C:17]([CH3:20])([CH3:19])[CH3:18])=[O:15])[CH2:13][C:8]2=[N:7]1)C. (2) Given the product [C:1]([NH:9][C:10]1[CH:15]=[CH:14][N:13]([CH:16]2[O:20][CH:19]([CH:21]=[CH:22][P:23]([OH:29])([OH:25])=[O:24])[CH:18]([O:33][C:34](=[O:41])[C:35]3[CH:36]=[CH:37][CH:38]=[CH:39][CH:40]=3)[CH:17]2[O:42][CH3:43])[C:12](=[O:44])[N:11]=1)(=[O:8])[C:2]1[CH:3]=[CH:4][CH:5]=[CH:6][CH:7]=1, predict the reactants needed to synthesize it. The reactants are: [C:1]([NH:9][C:10]1[CH:15]=[CH:14][N:13]([CH:16]2[O:20][CH:19]([CH:21]=[CH:22][P:23]([O:29]C(C)C)([O:25]C(C)C)=[O:24])[CH:18]([O:33][C:34](=[O:41])[C:35]3[CH:40]=[CH:39][CH:38]=[CH:37][CH:36]=3)[CH:17]2[O:42][CH3:43])[C:12](=[O:44])[N:11]=1)(=[O:8])[C:2]1[CH:7]=[CH:6][CH:5]=[CH:4][CH:3]=1.C(NC1NC(=O)C2N=CN(C3OC(C=CP(O)(O)=O)C(OC(=O)C4C=CC=CC=4)C3OC)C=2N=1)(=O)C(C)C. (3) The reactants are: [CH2:1]([N:8]1[CH2:14][CH2:13][CH2:12][CH2:11][C@H:10]([NH:15]C(=O)OC(C)(C)C)[C:9]1=[O:23])[C:2]1[CH:7]=[CH:6][CH:5]=[CH:4][CH:3]=1.[ClH:24].O1CCOCC1. Given the product [ClH:24].[NH2:15][C@H:10]1[CH2:11][CH2:12][CH2:13][CH2:14][N:8]([CH2:1][C:2]2[CH:7]=[CH:6][CH:5]=[CH:4][CH:3]=2)[C:9]1=[O:23], predict the reactants needed to synthesize it. (4) The reactants are: [CH:1]1([CH2:4][O:5][C:6]2[N:11]=[C:10]([C:12]([OH:14])=O)[CH:9]=[CH:8][C:7]=2[N:15]2[CH2:19][CH2:18][CH2:17][CH:16]2[CH3:20])[CH2:3][CH2:2]1.[NH2:21][C@@H:22]([CH2:26][CH:27]([CH3:29])[CH3:28])[C:23]([NH2:25])=[O:24]. Given the product [C:23]([C@@H:22]([NH:21][C:12]([C:10]1[CH:9]=[CH:8][C:7]([N:15]2[CH2:19][CH2:18][CH2:17][CH:16]2[CH3:20])=[C:6]([O:5][CH2:4][CH:1]2[CH2:2][CH2:3]2)[N:11]=1)=[O:14])[CH2:26][CH:27]([CH3:29])[CH3:28])(=[O:24])[NH2:25], predict the reactants needed to synthesize it. (5) The reactants are: C([O:3][C:4]([C@@H:6]1[C@@H:8]([C:9](=[O:36])[NH:10][C@@H:11]([CH2:30][C:31]2[N:32]=[CH:33][S:34][CH:35]=2)[C:12]([NH:14][CH2:15][C:16]2[N:17]=[N:18][N:19]([C:21]3[C:26]([CH3:27])=[CH:25][C:24]([CH3:28])=[CH:23][C:22]=3[CH3:29])[CH:20]=2)=[O:13])[O:7]1)=[O:5])C.[Li+].[OH-]. Given the product [C:22]1([CH3:29])[CH:23]=[C:24]([CH3:28])[CH:25]=[C:26]([CH3:27])[C:21]=1[N:19]1[CH:20]=[C:16]([CH2:15][NH:14][C:12](=[O:13])[C@@H:11]([NH:10][C:9]([C@H:8]2[O:7][C@@H:6]2[C:4]([OH:5])=[O:3])=[O:36])[CH2:30][C:31]2[N:32]=[CH:33][S:34][CH:35]=2)[N:17]=[N:18]1, predict the reactants needed to synthesize it. (6) Given the product [F:5][C:4]([F:7])([F:6])[C:2]([OH:3])=[O:1].[CH3:29][O:32][C:11]1([CH2:15][CH2:16][C:17]2([CH3:28])[N:22]=[C:21]([NH2:23])[C:20]3[CH:24]=[CH:25][CH:26]=[CH:27][C:19]=3[O:18]2)[CH:12]=[CH:13][CH:14]=[C:9]([C:37]2[CH:38]=[CH:39][CH:40]=[CH:41][CH:42]=2)[CH2:10]1.[C:2]([OH:3])([C:4]([F:7])([F:6])[F:5])=[O:1], predict the reactants needed to synthesize it. The reactants are: [OH:1][C:2]([C:4]([F:7])([F:6])[F:5])=[O:3].Br[C:9]1[CH:10]=[C:11]([CH2:15][CH2:16][C:17]2([CH3:28])[N:22]=[C:21]([NH2:23])[C:20]3[CH:24]=[CH:25][CH:26]=[CH:27][C:19]=3[O:18]2)[CH:12]=[CH:13][CH:14]=1.[C:29](=[O:32])([O-])[O-].[Cs+].[Cs+].CO[C:37]1[CH:38]=[C:39](B(O)O)[CH:40]=[CH:41][CH:42]=1. (7) Given the product [CH2:25]([CH:5]([O:6][Si:7]([C:20]([CH3:21])([CH3:23])[CH3:22])([C:14]1[CH:15]=[CH:16][CH:17]=[CH:18][CH:19]=1)[C:8]1[CH:13]=[CH:12][CH:11]=[CH:10][CH:9]=1)[CH:4]=[O:24])[CH3:26], predict the reactants needed to synthesize it. The reactants are: C(O[C:4](=[O:24])[CH2:5][O:6][Si:7]([C:20]([CH3:23])([CH3:22])[CH3:21])([C:14]1[CH:19]=[CH:18][CH:17]=[CH:16][CH:15]=1)[C:8]1[CH:13]=[CH:12][CH:11]=[CH:10][CH:9]=1)C.[CH3:25][CH2:26]CCCC.CC(C[AlH]CC(C)C)C.C1(C)C=CC=CC=1. (8) Given the product [C:36]([C@H:25]1[C@@H:24]([CH3:38])[CH2:23][C@@H:22]([C:21]2[CH:20]=[CH:19][N:18]=[CH:17][C:16]=2[NH:15][C:53](=[O:54])[C:51]2[CH:50]=[CH:49][C:48]([F:56])=[C:47]([C:41]3[C:40]([F:39])=[CH:45][CH:44]=[CH:43][C:42]=3[F:46])[N:52]=2)[CH2:27][C@H:26]1[NH:28][C:29](=[O:35])[O:30][C:31]([CH3:32])([CH3:33])[CH3:34])#[N:37].[C:36]([C@@H:25]1[C@H:24]([CH3:38])[CH2:23][C@H:22]([C:21]2[CH:20]=[CH:19][N:18]=[CH:17][C:16]=2[NH:15][C:53](=[O:55])[C:51]2[CH:50]=[CH:49][C:48]([F:56])=[C:47]([C:41]3[C:42]([F:46])=[CH:43][CH:44]=[CH:45][C:40]=3[F:39])[N:52]=2)[CH2:27][C@@H:26]1[NH:28][C:29](=[O:35])[O:30][C:31]([CH3:34])([CH3:33])[CH3:32])#[N:37], predict the reactants needed to synthesize it. The reactants are: C(Cl)CCl.C1C=NC2N(O)N=NC=2C=1.[NH2:15][C:16]1[CH:17]=[N:18][CH:19]=[CH:20][C:21]=1[C@H:22]1[CH2:27][C@@H:26]([NH:28][C:29](=[O:35])[O:30][C:31]([CH3:34])([CH3:33])[CH3:32])[C@@H:25]([C:36]#[N:37])[C@@H:24]([CH3:38])[CH2:23]1.[F:39][C:40]1[CH:45]=[CH:44][CH:43]=[C:42]([F:46])[C:41]=1[C:47]1[N:52]=[C:51]([C:53]([OH:55])=[O:54])[CH:50]=[CH:49][C:48]=1[F:56]. (9) The reactants are: C([O:3][C:4](=[O:20])[C@@H:5]([O:18][CH3:19])[CH2:6][C:7]1[CH:12]=[CH:11][C:10]([O:13][CH2:14][CH2:15][CH2:16]Br)=[CH:9][CH:8]=1)C.[Cl:21][C:22]1[CH:37]=[CH:36][C:25]([C:26]([NH:28][C:29]2[CH:34]=[CH:33][C:32]([OH:35])=[CH:31][CH:30]=2)=O)=[CH:24][CH:23]=1.[OH-].[Na+]. Given the product [Cl:21][C:22]1[CH:37]=[CH:36][C:25]([CH2:26][NH:28][C:29]2[CH:34]=[CH:33][C:32]([O:35][CH2:16][CH2:15][CH2:14][O:13][C:10]3[CH:9]=[CH:8][C:7]([CH2:6][C@H:5]([O:18][CH3:19])[C:4]([OH:3])=[O:20])=[CH:12][CH:11]=3)=[CH:31][CH:30]=2)=[CH:24][CH:23]=1, predict the reactants needed to synthesize it. (10) Given the product [N:30]1([CH2:29][CH2:28][O:27][C:24]2[CH:23]=[CH:22][C:21]([CH:19]3[C:18]4[C:14]5[CH:13]=[CH:12][C:11]([OH:10])=[CH:44][C:15]=5[S:16][C:17]=4[CH2:36][C:37]4[CH:38]=[CH:39][CH:40]=[CH:41][C:42]=4[O:20]3)=[CH:26][CH:25]=2)[CH2:35][CH2:34][CH2:33][CH2:32][CH2:31]1, predict the reactants needed to synthesize it. The reactants are: CC(C[AlH]CC(C)C)C.[OH:10][C:11]1[CH:12]=[CH:13][C:14]2[C:18]([C:19]([C:21]3[CH:26]=[CH:25][C:24]([O:27][CH2:28][CH2:29][N:30]4[CH2:35][CH2:34][CH2:33][CH2:32][CH2:31]4)=[CH:23][CH:22]=3)=[O:20])=[C:17]([CH2:36][C:37]3[CH:42]=[CH:41][CH:40]=[CH:39][C:38]=3O)[S:16][C:15]=2[CH:44]=1.